The task is: Predict the reactants needed to synthesize the given product.. This data is from Full USPTO retrosynthesis dataset with 1.9M reactions from patents (1976-2016). (1) The reactants are: C(OC([N:8]1[C:16]2[C:11](=[CH:12][C:13]([O:17][CH2:18][C:19]3[CH:24]=[CH:23][C:22]([CH:25]4[CH2:30][CH2:29][CH2:28][CH2:27][CH2:26]4)=[C:21]([C:31]([F:34])([F:33])[F:32])[CH:20]=3)=[CH:14][CH:15]=2)[CH2:10][CH2:9]1)=O)(C)(C)C.[ClH:35].O1CCOCC1. Given the product [ClH:35].[CH:25]1([C:22]2[CH:23]=[CH:24][C:19]([CH2:18][O:17][C:13]3[CH:12]=[C:11]4[C:16](=[CH:15][CH:14]=3)[NH:8][CH2:9][CH2:10]4)=[CH:20][C:21]=2[C:31]([F:34])([F:32])[F:33])[CH2:26][CH2:27][CH2:28][CH2:29][CH2:30]1, predict the reactants needed to synthesize it. (2) Given the product [Cl:39][CH2:2][C:3]1[CH:4]=[C:5]2[C:14](=[CH:15][CH:16]=1)[C:13](=[O:17])[C:12]1[CH2:11][CH2:10][C:9]([CH3:19])([CH3:18])[CH2:8][C:7]=1[S:6]2, predict the reactants needed to synthesize it. The reactants are: O[CH2:2][C:3]1[CH:4]=[C:5]2[C:14](=[CH:15][CH:16]=1)[C:13](=[O:17])[C:12]1[CH2:11][CH2:10][C:9]([CH3:19])([CH3:18])[CH2:8][C:7]=1[S:6]2.C1(P(C2C=CC=CC=2)C2C=CC=CC=2)C=CC=CC=1.[Cl:39]C(Cl)(Cl)Cl. (3) Given the product [CH3:34][C@H:32]1[N:9]2[C:10]3[C:11]([O:17][C:18]([F:19])([F:20])[F:21])=[CH:12][CH:13]=[CH:14][C:15]=3[CH:16]=[C:8]2[C:6](=[O:7])[NH:29][CH2:33]1, predict the reactants needed to synthesize it. The reactants are: [H-].[Na+].C(O[C:6]([C:8]1[NH:9][C:10]2[C:15]([CH:16]=1)=[CH:14][CH:13]=[CH:12][C:11]=2[O:17][C:18]([F:21])([F:20])[F:19])=[O:7])C.C(OC([N:29]1[CH2:33][C@H:32]([CH3:34])OS1(=O)=O)=O)(C)(C)C.C(O)(=O)CC(CC(O)=O)(C(O)=O)O.C([O-])([O-])=O.[K+].[K+]. (4) Given the product [F:25][C:24]1[CH:23]=[C:22]([C:2]2[CH:7]=[C:6]([N:8]3[CH2:13][CH2:12][O:11][CH2:10][C@H:9]3[CH3:14])[N:5]=[C:4]([NH:15][CH3:16])[N:3]=2)[CH:21]=[C:20]([F:29])[C:19]=1[C:17]#[N:18], predict the reactants needed to synthesize it. The reactants are: Cl[C:2]1[CH:7]=[C:6]([N:8]2[CH2:13][CH2:12][O:11][CH2:10][C@H:9]2[CH3:14])[N:5]=[C:4]([NH:15][CH3:16])[N:3]=1.[C:17]([C:19]1[C:24]([F:25])=[CH:23][C:22](B(O)O)=[CH:21][C:20]=1[F:29])#[N:18].C(Cl)Cl.C([O-])([O-])=O.[K+].[K+]. (5) Given the product [S:1]1[CH:5]=[CH:4][CH:3]=[C:2]1[CH2:6][NH:7][C:8]([C:10]1[N:11]=[C:12]2[C:17]([C:18]([F:21])([F:19])[F:20])=[CH:16][C:15]([C:22]3[CH:27]=[CH:26][CH:25]=[CH:24][CH:23]=3)=[CH:14][N:13]2[C:28]=1[Br:36])=[O:9], predict the reactants needed to synthesize it. The reactants are: [S:1]1[CH:5]=[CH:4][CH:3]=[C:2]1[CH2:6][NH:7][C:8]([C:10]1[N:11]=[C:12]2[C:17]([C:18]([F:21])([F:20])[F:19])=[CH:16][C:15]([C:22]3[CH:27]=[CH:26][CH:25]=[CH:24][CH:23]=3)=[CH:14][N:13]2[CH:28]=1)=[O:9].C1C(=O)N([Br:36])C(=O)C1. (6) The reactants are: [CH2:1]([O:8][C:9]([N:11]1[CH2:17][CH2:16][C:15](=[O:18])[N:14]([CH:19]([C:30]([O:32][CH3:33])=[O:31])[CH2:20][CH2:21][O:22][Si](C(C)(C)C)(C)C)[CH2:13][CH2:12]1)=[O:10])[C:2]1[CH:7]=[CH:6][CH:5]=[CH:4][CH:3]=1.C1(C)C=CC=CC=1.B(Cl)(Cl)Cl. Given the product [CH2:1]([O:8][C:9]([N:11]1[CH2:17][CH2:16][C:15](=[O:18])[N:14]([CH:19]([C:30]([O:32][CH3:33])=[O:31])[CH2:20][CH2:21][OH:22])[CH2:13][CH2:12]1)=[O:10])[C:2]1[CH:3]=[CH:4][CH:5]=[CH:6][CH:7]=1, predict the reactants needed to synthesize it.